Dataset: Forward reaction prediction with 1.9M reactions from USPTO patents (1976-2016). Task: Predict the product of the given reaction. (1) Given the reactants CS[CH2:3][CH2:4][C:5]1[NH:9][C:8]2[CH:10]=[CH:11][C:12]([C:14]3[N:18]=[C:17]([C:19]4[CH:24]=[CH:23][C:22]([O:25][CH:26]([CH3:31])[C:27]([F:30])([F:29])[F:28])=[C:21]([C:32]([F:35])([F:34])[F:33])[CH:20]=4)[O:16][N:15]=3)=[CH:13][C:7]=2[N:6]=1.[CH:36]1C=C([Cl:42])C=C(C(OO)=O)C=1.[O-:47][S:48](S([O-])=O)=[O:49].[Na+].[Na+].Cl.CCOC(C)=O, predict the reaction product. The product is: [ClH:42].[CH3:36][S:48]([CH2:3][CH2:4][C:5]1[NH:9][C:8]2[CH:10]=[CH:11][C:12]([C:14]3[N:18]=[C:17]([C:19]4[CH:24]=[CH:23][C:22]([O:25][CH:26]([CH3:31])[C:27]([F:28])([F:29])[F:30])=[C:21]([C:32]([F:35])([F:33])[F:34])[CH:20]=4)[O:16][N:15]=3)=[CH:13][C:7]=2[N:6]=1)(=[O:49])=[O:47]. (2) Given the reactants [C:1]([O:4][CH2:5][C:6]([CH3:36])([CH3:35])[CH2:7][N:8]1[C:14]2[CH:15]=[CH:16][C:17]([Cl:19])=[CH:18][C:13]=2[C@@H:12]([C:20]2[CH:25]=[CH:24][CH:23]=[C:22]([O:26][CH3:27])[C:21]=2[O:28][CH3:29])[O:11][C@H:10]([CH2:30][C:31](O)=[O:32])[C:9]1=[O:34])(=[O:3])[CH3:2].S(Cl)(Cl)=O.Cl.[NH2:42][C:43]1[CH:44]=[C:45]([O:57][CH3:58])[C:46]2[O:50][C:49]([C:51]([O:53][CH2:54][CH3:55])=[O:52])=[CH:48][C:47]=2[CH:56]=1.C(N(CC)CC)C, predict the reaction product. The product is: [C:1]([O:4][CH2:5][C:6]([CH3:36])([CH3:35])[CH2:7][N:8]1[C:14]2[CH:15]=[CH:16][C:17]([Cl:19])=[CH:18][C:13]=2[C@@H:12]([C:20]2[CH:25]=[CH:24][CH:23]=[C:22]([O:26][CH3:27])[C:21]=2[O:28][CH3:29])[O:11][C@H:10]([CH2:30][C:31]([NH:42][C:43]2[CH:44]=[C:45]([O:57][CH3:58])[C:46]3[O:50][C:49]([C:51]([O:53][CH2:54][CH3:55])=[O:52])=[CH:48][C:47]=3[CH:56]=2)=[O:32])[C:9]1=[O:34])(=[O:3])[CH3:2]. (3) Given the reactants [C:1]([O:5][C:6](=[O:17])[CH2:7][O:8][C:9]1[CH:14]=[CH:13][C:12](Cl)=[CH:11][C:10]=1[Br:16])([CH3:4])([CH3:3])[CH3:2].BrC1C=CC([F:25])=CC=1O.BrCC(OC(C)(C)C)=O, predict the reaction product. The product is: [C:1]([O:5][C:6](=[O:17])[CH2:7][O:8][C:9]1[CH:14]=[C:13]([F:25])[CH:12]=[CH:11][C:10]=1[Br:16])([CH3:4])([CH3:3])[CH3:2]. (4) The product is: [CH2:1]([N:3]([CH3:4])[CH2:10][CH2:11][CH2:12][N:13]([CH3:14])[C:15](=[O:16])[O:17][CH:18]([CH2:37][CH2:38][CH2:39][CH2:40][CH2:41][CH2:42][CH2:43][CH2:44]/[CH:45]=[CH:46]\[CH2:47]/[CH:48]=[CH:49]\[CH2:50][CH2:51][CH2:52][CH2:53][CH3:54])[CH2:19][CH2:20][CH2:21][CH2:22][CH2:23][CH2:24][CH2:25][CH2:26]/[CH:27]=[CH:28]\[CH2:29]/[CH:30]=[CH:31]\[CH2:32][CH2:33][CH2:34][CH2:35][CH3:36])[CH3:2]. Given the reactants [CH2:1]([NH:3][CH3:4])[CH3:2].CS(O[CH2:10][CH2:11][CH2:12][N:13]([C:15]([O:17][CH:18]([CH2:37][CH2:38][CH2:39][CH2:40][CH2:41][CH2:42][CH2:43][CH2:44]/[CH:45]=[CH:46]\[CH2:47]/[CH:48]=[CH:49]\[CH2:50][CH2:51][CH2:52][CH2:53][CH3:54])[CH2:19][CH2:20][CH2:21][CH2:22][CH2:23][CH2:24][CH2:25][CH2:26]/[CH:27]=[CH:28]\[CH2:29]/[CH:30]=[CH:31]\[CH2:32][CH2:33][CH2:34][CH2:35][CH3:36])=[O:16])[CH3:14])(=O)=O, predict the reaction product. (5) Given the reactants [CH2:1]([C:3]1[N:7]([CH3:8])[N:6]=[C:5]([C:9]([O:11]CC)=O)[CH:4]=1)[CH3:2].[OH-].[NH4+:15], predict the reaction product. The product is: [CH2:1]([C:3]1[N:7]([CH3:8])[N:6]=[C:5]([C:9]([NH2:15])=[O:11])[CH:4]=1)[CH3:2]. (6) Given the reactants [NH:1]1[C:5]2[CH:6]=[CH:7][C:8]([CH2:10][OH:11])=[CH:9][C:4]=2[N:3]=[CH:2]1.C[N+]1([O-])CCOCC1.CCOCC, predict the reaction product. The product is: [NH:1]1[C:5]2[CH:6]=[CH:7][C:8]([CH:10]=[O:11])=[CH:9][C:4]=2[N:3]=[CH:2]1. (7) Given the reactants [CH2:1]([NH:8][C:9]1[N:14]2[N:15]=[CH:16][C:17]([Br:18])=[C:13]2[N:12]=[CH:11][C:10]=1[C:19]([OH:21])=O)[C:2]1[CH:7]=[CH:6][CH:5]=[CH:4][CH:3]=1.Cl.[CH3:23][C:24]1[CH:29]=[CH:28][C:27]([CH:30]2[CH2:35][CH2:34][NH:33][CH2:32][CH2:31]2)=[CH:26][CH:25]=1, predict the reaction product. The product is: [CH2:1]([NH:8][C:9]1[N:14]2[N:15]=[CH:16][C:17]([Br:18])=[C:13]2[N:12]=[CH:11][C:10]=1[C:19]([N:33]1[CH2:34][CH2:35][CH:30]([C:27]2[CH:26]=[CH:25][C:24]([CH3:23])=[CH:29][CH:28]=2)[CH2:31][CH2:32]1)=[O:21])[C:2]1[CH:3]=[CH:4][CH:5]=[CH:6][CH:7]=1. (8) Given the reactants C(OC([NH:8][C@@H:9]([C:12]1[C:13]([F:30])=[C:14]([C:26]([Cl:29])=[CH:27][CH:28]=1)[C:15]([C:17]1[CH:18]=[CH:19][C:20]([C:23]([OH:25])=[O:24])=[N:21][CH:22]=1)=[O:16])[CH2:10][CH3:11])=O)(C)(C)C.Cl.CCOC(C)=O, predict the reaction product. The product is: [NH2:8][C@@H:9]([C:12]1[C:13]([F:30])=[C:14]([C:26]([Cl:29])=[CH:27][CH:28]=1)[C:15]([C:17]1[CH:18]=[CH:19][C:20]([C:23]([OH:25])=[O:24])=[N:21][CH:22]=1)=[O:16])[CH2:10][CH3:11]. (9) Given the reactants [CH3:1][C:2]1([CH3:19])[CH2:5][N:4]([C:6]2[CH:15]=[C:14]3[C:9]([CH:10]=[CH:11][C:12]([C:16](O)=[O:17])=[N:13]3)=[CH:8][CH:7]=2)[CH2:3]1.[NH2:20][C:21]1[CH:22]=[N:23][CH:24]=[CH:25][C:26]=1[N:27]1[CH2:32][C@H:31]([CH3:33])[C@@H:30]([O:34][Si](C(C)(C)C)(C)C)[C@H:29]([NH:42]C(=O)OC(C)(C)C)[CH2:28]1, predict the reaction product. The product is: [NH2:42][C@H:29]1[C@H:30]([OH:34])[C@@H:31]([CH3:33])[CH2:32][N:27]([C:26]2[CH:25]=[CH:24][N:23]=[CH:22][C:21]=2[NH:20][C:16]([C:12]2[CH:11]=[CH:10][C:9]3[C:14](=[CH:15][C:6]([N:4]4[CH2:3][C:2]([CH3:19])([CH3:1])[CH2:5]4)=[CH:7][CH:8]=3)[N:13]=2)=[O:17])[CH2:28]1.